From a dataset of Forward reaction prediction with 1.9M reactions from USPTO patents (1976-2016). Predict the product of the given reaction. (1) Given the reactants [CH3:1][O:2][C:3](=[O:32])[C@@H:4]([O:6][C:7]1[CH:12]=[CH:11][C:10]([CH:13]([N:15]2[C:23]3[C:18](=[CH:19][C:20]([C:24]([O:26]CC=C)=[O:25])=[CH:21][CH:22]=3)[C:17]([CH3:30])=[C:16]2[CH3:31])[CH3:14])=[CH:9][CH:8]=1)[CH3:5].N1CCOCC1, predict the reaction product. The product is: [CH3:1][O:2][C:3](=[O:32])[C@@H:4]([O:6][C:7]1[CH:8]=[CH:9][C:10]([CH:13]([N:15]2[C:23]3[C:18](=[CH:19][C:20]([C:24]([OH:26])=[O:25])=[CH:21][CH:22]=3)[C:17]([CH3:30])=[C:16]2[CH3:31])[CH3:14])=[CH:11][CH:12]=1)[CH3:5]. (2) Given the reactants C(Cl)(=O)C(Cl)=O.CS(C)=O.[CH3:11][O:12][C:13]1[CH:14]=[C:15]([CH:38]=[CH:39][C:40]=1[O:41][CH3:42])[CH2:16][C:17]1[NH:22][C:21](=[O:23])[C:20]([CH:24]([NH:26][C:27](=[O:37])[CH:28]([CH:34]([OH:36])[CH3:35])[CH2:29][CH2:30][CH2:31][CH:32]=[CH2:33])[CH3:25])=[N:19][N:18]=1.C(N(CC)CC)C, predict the reaction product. The product is: [C:34]([CH:28]([CH2:29][CH2:30][CH2:31][CH:32]=[CH2:33])[C:27]([NH:26][CH:24]([C:20]1[C:21](=[O:23])[NH:22][C:17]([CH2:16][C:15]2[CH:38]=[CH:39][C:40]([O:41][CH3:42])=[C:13]([O:12][CH3:11])[CH:14]=2)=[N:18][N:19]=1)[CH3:25])=[O:37])(=[O:36])[CH3:35]. (3) Given the reactants [CH3:1][N:2]1[CH2:7][CH2:6][N:5]([CH2:8][C:9]2[CH:15]=[CH:14][C:12]([NH2:13])=[CH:11][CH:10]=2)[CH2:4][CH2:3]1.[N:16]([O-])=O.[Na+].O.O.Cl[Sn]Cl, predict the reaction product. The product is: [NH:13]([C:12]1[CH:14]=[CH:15][C:9]([CH2:8][N:5]2[CH2:6][CH2:7][N:2]([CH3:1])[CH2:3][CH2:4]2)=[CH:10][CH:11]=1)[NH2:16]. (4) The product is: [C:35]([N:30]1[CH2:31][CH2:32][CH2:33][CH2:34][C@H:29]1[C:8]1[N:4]2[CH:5]=[CH:6][N:7]=[C:2]([CH3:1])[C:3]2=[C:10]([C:11]2[CH:28]=[CH:27][C:14]([C:15]([NH:17][C:18]3[CH:23]=[C:22]([CH2:24][CH2:25][CH3:26])[CH:21]=[CH:20][N:19]=3)=[O:16])=[CH:13][CH:12]=2)[N:9]=1)(=[O:38])[CH:36]=[CH2:37]. Given the reactants [CH3:1][C:2]1[C:3]2[N:4]([C:8]([C@@H:29]3[CH2:34][CH2:33][CH2:32][CH2:31][NH:30]3)=[N:9][C:10]=2[C:11]2[CH:28]=[CH:27][C:14]([C:15]([NH:17][C:18]3[CH:23]=[C:22]([CH2:24][CH2:25][CH3:26])[CH:21]=[CH:20][N:19]=3)=[O:16])=[CH:13][CH:12]=2)[CH:5]=[CH:6][N:7]=1.[C:35](O)(=[O:38])[CH:36]=[CH2:37], predict the reaction product. (5) Given the reactants [OH:1][C:2]1[CH:11]=[C:10]([I:12])[CH:9]=[CH:8][C:3]=1[C:4]([O:6][CH3:7])=[O:5].C(=O)([O-])[O-].[Cs+].[Cs+].[CH2:19](I)[CH2:20][CH2:21][CH2:22][CH2:23][CH2:24][CH3:25].Cl, predict the reaction product. The product is: [CH2:19]([O:1][C:2]1[CH:11]=[C:10]([I:12])[CH:9]=[CH:8][C:3]=1[C:4]([O:6][CH3:7])=[O:5])[CH2:20][CH2:21][CH2:22][CH2:23][CH2:24][CH3:25]. (6) Given the reactants [C:1]1([CH3:18])[CH:6]=[CH:5][C:4]([CH2:7][C:8](=[O:17])[CH2:9][C:10]2[CH:15]=[CH:14][C:13]([CH3:16])=[CH:12][CH:11]=2)=[CH:3][CH:2]=1.[CH3:19][C:20]1[CH:25]=[CH:24][C:23]([C:26]([C:28]([C:30]2[CH:35]=[CH:34][C:33]([CH3:36])=[CH:32][CH:31]=2)=O)=O)=[CH:22][CH:21]=1.[OH-].C([N+](C)(C)C)C1C=CC=CC=1, predict the reaction product. The product is: [C:1]1([CH3:18])[CH:6]=[CH:5][C:4]([C:7]2[C:8](=[O:17])[C:9]([C:10]3[CH:11]=[CH:12][C:13]([CH3:16])=[CH:14][CH:15]=3)=[C:28]([C:30]3[CH:35]=[CH:34][C:33]([CH3:36])=[CH:32][CH:31]=3)[C:26]=2[C:23]2[CH:22]=[CH:21][C:20]([CH3:19])=[CH:25][CH:24]=2)=[CH:3][CH:2]=1.